This data is from Forward reaction prediction with 1.9M reactions from USPTO patents (1976-2016). The task is: Predict the product of the given reaction. (1) Given the reactants [CH3:1][N:2]1[CH2:7][CH2:6][NH:5][CH2:4][CH2:3]1.F[C:9]1[C:14]([N+:15]([O-:17])=[O:16])=[CH:13][C:12]([NH:18][C:19]2[N:24]=[C:23]([C:25]3[C:33]4[C:28](=[CH:29][CH:30]=[CH:31][CH:32]=4)[N:27]([CH3:34])[CH:26]=3)[CH:22]=[CH:21][N:20]=2)=[C:11]([O:35][CH3:36])[CH:10]=1.ClC1C(C2C3C(=CC=CC=3)N(C)C=2)=NC(NC2C=C([N+]([O-])=O)C(F)=CC=2OC)=NC=1.CCN(C(C)C)C(C)C, predict the reaction product. The product is: [CH3:36][O:35][C:11]1[CH:10]=[C:9]([N:5]2[CH2:6][CH2:7][N:2]([CH3:1])[CH2:3][CH2:4]2)[C:14]([N+:15]([O-:17])=[O:16])=[CH:13][C:12]=1[NH:18][C:19]1[N:24]=[C:23]([C:25]2[C:33]3[C:28](=[CH:29][CH:30]=[CH:31][CH:32]=3)[N:27]([CH3:34])[CH:26]=2)[CH:22]=[CH:21][N:20]=1. (2) Given the reactants I[C:2]1[CH:3]=[C:4]2[C:9](=[CH:10][CH:11]=1)[N:8]=[CH:7][C:6]([C:12]([NH2:14])=[O:13])=[C:5]2[O:15][CH3:16].C(N(CC)CC)C.C([SiH](CCCCCC)CCCCCC)CCCCC.CN(C)[CH:45]=[O:46], predict the reaction product. The product is: [CH:45]([C:2]1[CH:3]=[C:4]2[C:9](=[CH:10][CH:11]=1)[N:8]=[CH:7][C:6]([C:12]([NH2:14])=[O:13])=[C:5]2[O:15][CH3:16])=[O:46]. (3) Given the reactants [CH3:1][O:2][C:3](=[O:28])[CH2:4][C@H:5]([C:7]1[CH:12]=[CH:11][C:10]([CH2:13][N:14]2[C:19](=[O:20])[C:18]([C:21]3[CH:26]=[CH:25][C:24]([NH2:27])=[CH:23][CH:22]=3)=[CH:17][N:16]=[CH:15]2)=[CH:9][CH:8]=1)[CH3:6].[C:29]1(C)[C:30]([N:35]=[C:36]=[O:37])=[CH:31][CH:32]=[CH:33][CH:34]=1.Cl[CH2:40]Cl, predict the reaction product. The product is: [CH3:1][O:2][C:3](=[O:28])[CH2:4][C@H:5]([C:7]1[CH:8]=[CH:9][C:10]([CH2:13][N:14]2[C:19](=[O:20])[C:18]([C:21]3[CH:22]=[CH:23][C:24]([NH:27][C:36]([NH:35][C:30]4[CH:31]=[C:32]([CH3:40])[CH:33]=[CH:34][CH:29]=4)=[O:37])=[CH:25][CH:26]=3)=[CH:17][N:16]=[CH:15]2)=[CH:11][CH:12]=1)[CH3:6].